Task: Regression. Given two drug SMILES strings and cell line genomic features, predict the synergy score measuring deviation from expected non-interaction effect.. Dataset: NCI-60 drug combinations with 297,098 pairs across 59 cell lines (1) Cell line: SF-295. Synergy scores: CSS=44.4, Synergy_ZIP=2.32, Synergy_Bliss=2.14, Synergy_Loewe=-3.44, Synergy_HSA=2.07. Drug 1: CC12CCC3C(C1CCC2=O)CC(=C)C4=CC(=O)C=CC34C. Drug 2: CC(C)NC(=O)C1=CC=C(C=C1)CNNC.Cl. (2) Drug 1: C1=CC=C(C=C1)NC(=O)CCCCCCC(=O)NO. Drug 2: CC1CCCC2(C(O2)CC(NC(=O)CC(C(C(=O)C(C1O)C)(C)C)O)C(=CC3=CSC(=N3)C)C)C. Cell line: RXF 393. Synergy scores: CSS=41.8, Synergy_ZIP=4.37, Synergy_Bliss=4.52, Synergy_Loewe=-4.58, Synergy_HSA=5.69. (3) Cell line: K-562. Synergy scores: CSS=4.33, Synergy_ZIP=3.22, Synergy_Bliss=9.59, Synergy_Loewe=4.39, Synergy_HSA=4.30. Drug 2: C1C(C(OC1N2C=NC3=C2NC=NCC3O)CO)O. Drug 1: CC12CCC3C(C1CCC2O)C(CC4=C3C=CC(=C4)O)CCCCCCCCCS(=O)CCCC(C(F)(F)F)(F)F.